This data is from Catalyst prediction with 721,799 reactions and 888 catalyst types from USPTO. The task is: Predict which catalyst facilitates the given reaction. (1) Reactant: [CH3:1][S:2][C:3]1[CH:9]=[CH:8][C:6]([NH2:7])=[CH:5][CH:4]=1.[ClH:10].[N:11]([O-])=O.[Na+]. Product: [ClH:10].[CH3:1][S:2][C:3]1[CH:9]=[CH:8][C:6]([NH:7][NH2:11])=[CH:5][CH:4]=1. The catalyst class is: 6. (2) Reactant: [F:1]/[C:2](/[CH2:13][OH:14])=[CH:3]/[CH2:4][NH:5][C:6](=[O:12])[O:7][C:8]([CH3:11])([CH3:10])[CH3:9].[C:15]1(P([C:15]2[CH:20]=[CH:19][CH:18]=[CH:17][CH:16]=2)[C:15]2[CH:20]=[CH:19][CH:18]=[CH:17][CH:16]=2)[CH:20]=[CH:19][CH:18]=[CH:17][CH:16]=1.C1(O)C=CC=CC=1.N(C(OC(C)C)=O)=NC(OC(C)C)=O. Product: [F:1]/[C:2](/[CH2:13][O:14][C:15]1[CH:20]=[CH:19][CH:18]=[CH:17][CH:16]=1)=[CH:3]/[CH2:4][NH:5][C:6](=[O:12])[O:7][C:8]([CH3:9])([CH3:10])[CH3:11]. The catalyst class is: 1. (3) Reactant: [NH2:1][C:2]1[CH:3]=[C:4]([CH:8]=[CH:9][CH:10]=1)[C:5]([NH2:7])=[O:6].C1N=CN([C:16](N2C=NC=C2)=[O:17])C=1.Cl.Cl.[CH3:25][N:26]1[CH2:31][CH2:30][C:29]2[N:32]=[C:33]([NH:35][C:36](=[O:48])[C:37]3[CH:42]=[CH:41][CH:40]=[C:39]([CH:43]4[CH2:47][CH2:46][CH2:45][NH:44]4)[CH:38]=3)[S:34][C:28]=2[CH2:27]1.[C:49]([OH:55])([C:51]([F:54])([F:53])[F:52])=[O:50]. Product: [F:52][C:51]([F:54])([F:53])[C:49]([OH:55])=[O:50].[C:5]([C:4]1[CH:3]=[C:2]([NH:1][C:16]([N:44]2[CH2:45][CH2:46][CH2:47][CH:43]2[C:39]2[CH:40]=[CH:41][CH:42]=[C:37]([C:36](=[O:48])[NH:35][C:33]3[S:34][C:28]4[CH2:27][N:26]([CH3:25])[CH2:31][CH2:30][C:29]=4[N:32]=3)[CH:38]=2)=[O:17])[CH:10]=[CH:9][CH:8]=1)(=[O:6])[NH2:7]. The catalyst class is: 792. (4) Reactant: F[C:2]1[CH:3]=[CH:4][C:5]([C:8]([O:10][CH2:11]C)=[O:9])=[N:6][CH:7]=1.[C:13](=O)([O-])[O-:14].[K+].[K+].C(O)(=O)CC(CC(O)=O)(C(O)=O)O. Product: [CH3:13][O:14][C:2]1[CH:3]=[CH:4][C:5]([C:8]([O:10][CH3:11])=[O:9])=[N:6][CH:7]=1. The catalyst class is: 405. (5) Reactant: [Br:1][C:2]1[CH:3]=[C:4]([C:8](=O)[C:9]([C:11]2C=CN=C(Cl)[CH:12]=2)=O)[CH:5]=[CH:6][CH:7]=1.[ClH:19].[CH3:20][NH:21][C:22]([NH2:24])=[NH:23].[C:25](=[O:28])([O-])[O-].[Na+].[Na+].[C:31](#[N:33])[CH3:32]. Product: [NH2:23][C:22]1[N:21]([CH3:20])[C:25](=[O:28])[C:8]([C:4]2[CH:5]=[CH:6][CH:7]=[C:2]([Br:1])[CH:3]=2)([C:9]2[CH:11]=[CH:12][N:33]=[C:31]([Cl:19])[CH:32]=2)[N:24]=1. The catalyst class is: 40. (6) Reactant: C(O)(C)C.[F:5][C:6]1[CH:11]=[CH:10][CH:9]=[C:8]([F:12])[C:7]=1[N:13]1[C:18]2[N:19]=[C:20]([NH:38][CH2:39][C:40]3[NH:41][CH:42]=[CH:43][N:44]=3)[N:21]=[C:22]([C:23]3[CH:24]=[C:25]([CH:34]=[CH:35][C:36]=3[CH3:37])[C:26]([NH:28][C:29]3[S:30][CH:31]=[CH:32][N:33]=3)=[O:27])[C:17]=2[CH:16]=[CH:15][C:14]1=[O:45].[C:46]([OH:53])(=[O:52])/[CH:47]=[CH:48]/[C:49]([OH:51])=[O:50]. The catalyst class is: 8. Product: [C:46]([OH:53])(=[O:52])/[CH:47]=[CH:48]/[C:49]([OH:51])=[O:50].[F:5][C:6]1[CH:11]=[CH:10][CH:9]=[C:8]([F:12])[C:7]=1[N:13]1[C:18]2[N:19]=[C:20]([NH:38][CH2:39][C:40]3[NH:44][CH:43]=[CH:42][N:41]=3)[N:21]=[C:22]([C:23]3[CH:24]=[C:25]([CH:34]=[CH:35][C:36]=3[CH3:37])[C:26]([NH:28][C:29]3[S:30][CH:31]=[CH:32][N:33]=3)=[O:27])[C:17]=2[CH:16]=[CH:15][C:14]1=[O:45]. (7) Reactant: [Cl:1][C:2]1[CH:7]=[CH:6][C:5]([C:8]2[C:14]3[CH:15]=[C:16]([O:19][CH3:20])[CH:17]=[CH:18][C:13]=3[N:12]3[C:21]([CH3:24])=[N:22][N:23]=[C:11]3[C@H:10]([CH2:25][C:26](O)=[O:27])[N:9]=2)=[CH:4][CH:3]=1.CN(C(ON1N=NC2C=CC=NC1=2)=[N+](C)C)C.F[P-](F)(F)(F)(F)F.CCN(C(C)C)C(C)C.[NH2:62][CH2:63][CH2:64][C:65]1[CH:66]=[C:67]([Si:71]([CH3:74])([CH3:73])[OH:72])[CH:68]=[CH:69][CH:70]=1. Product: [Cl:1][C:2]1[CH:3]=[CH:4][C:5]([C:8]2[C:14]3[CH:15]=[C:16]([O:19][CH3:20])[CH:17]=[CH:18][C:13]=3[N:12]3[C:21]([CH3:24])=[N:22][N:23]=[C:11]3[C@H:10]([CH2:25][C:26]([NH:62][CH2:63][CH2:64][C:65]3[CH:70]=[CH:69][CH:68]=[C:67]([Si:71]([OH:72])([CH3:74])[CH3:73])[CH:66]=3)=[O:27])[N:9]=2)=[CH:6][CH:7]=1. The catalyst class is: 2. (8) Reactant: [Br:1][C:2]1[CH:7]=[C:6]([O:8][CH3:9])[CH:5]=[C:4]([CH2:10]Cl)[C:3]=1[O:12][CH3:13].[C-:14]#[N:15].[K+].O. Product: [Br:1][C:2]1[C:3]([O:12][CH3:13])=[C:4]([CH2:10][C:14]#[N:15])[CH:5]=[C:6]([O:8][CH3:9])[CH:7]=1. The catalyst class is: 16.